This data is from Reaction yield outcomes from USPTO patents with 853,638 reactions. The task is: Predict the reaction yield, written as a fraction of the theoretical maximum amount of product (1.0 means a 100% yield; for example, 0.34 means a 34% yield). (1) The catalyst is C(Cl)Cl. The reactants are [C:1]([O:5][C:6](=[O:9])[CH2:7][NH2:8])([CH3:4])([CH3:3])[CH3:2].[CH2:10]([N:17]1[CH2:22][CH:21]=[C:20]([C:23]([CH3:28])([CH3:27])[CH2:24][CH:25]=O)[CH2:19][CH2:18]1)[C:11]1[CH:16]=[CH:15][CH:14]=[CH:13][CH:12]=1. The yield is 1.00. The product is [C:1]([O:5][C:6](=[O:9])[CH2:7]/[N:8]=[CH:25]/[CH2:24][C:23]([C:20]1[CH2:21][CH2:22][N:17]([CH2:10][C:11]2[CH:16]=[CH:15][CH:14]=[CH:13][CH:12]=2)[CH2:18][CH:19]=1)([CH3:28])[CH3:27])([CH3:4])([CH3:3])[CH3:2]. (2) The reactants are [N:1]1[C:10]2[C:5](=[CH:6][CH:7]=[CH:8][CH:9]=2)[C:4](O)=[CH:3][CH:2]=1.P(Br)(Br)[Br:13]. The catalyst is CN(C=O)C. The product is [Br:13][C:4]1[C:5]2[C:10](=[CH:9][CH:8]=[CH:7][CH:6]=2)[N:1]=[CH:2][CH:3]=1. The yield is 0.880. (3) The reactants are C(#N)C.[NH2:4][C:5]1[NH:9][N:8]=[CH:7][C:6]=1[C:10]#[N:11].C(N(CC)CC)C.Br[C:20]([C:33]1[CH:38]=[CH:37][CH:36]=[CH:35][CH:34]=1)([C:27]1[CH:32]=[CH:31][CH:30]=[CH:29][CH:28]=1)[C:21]1[CH:26]=[CH:25][CH:24]=[CH:23][CH:22]=1. The catalyst is O1CCCC1. The product is [C:20]([NH:4][C:5]1[C:6]([C:10]#[N:11])=[CH:7][NH:8][N:9]=1)([C:21]1[CH:26]=[CH:25][CH:24]=[CH:23][CH:22]=1)([C:33]1[CH:34]=[CH:35][CH:36]=[CH:37][CH:38]=1)[C:27]1[CH:28]=[CH:29][CH:30]=[CH:31][CH:32]=1. The yield is 0.410. (4) The reactants are [CH:1]([C:4]1[C:5]([O:34][CH2:35][O:36][CH3:37])=[CH:6][C:7]([O:30][CH2:31][O:32][CH3:33])=[C:8]([C:10]2[N:11]([C:16]3[CH:21]=[CH:20][C:19]([CH2:22][N:23]4[CH2:28][CH2:27][N:26]([CH3:29])[CH2:25][CH2:24]4)=[CH:18][CH:17]=3)[C:12](=[S:15])[NH:13][N:14]=2)[CH:9]=1)([CH3:3])[CH3:2].[C:38](=O)([O-])[O-].[K+].[K+].C(O)C.CI. The catalyst is C(OCC)C. The product is [CH:1]([C:4]1[C:5]([O:34][CH2:35][O:36][CH3:37])=[CH:6][C:7]([O:30][CH2:31][O:32][CH3:33])=[C:8]([C:10]2[N:11]([C:16]3[CH:17]=[CH:18][C:19]([CH2:22][N:23]4[CH2:28][CH2:27][N:26]([CH3:29])[CH2:25][CH2:24]4)=[CH:20][CH:21]=3)[C:12]([S:15][CH3:38])=[N:13][N:14]=2)[CH:9]=1)([CH3:3])[CH3:2]. The yield is 0.630. (5) The reactants are [ClH:1].[F:2][C:3]([F:7])([F:6])[CH2:4][NH2:5].[CH2:8](N(CC)CC)[CH3:9].C(=O)C.[BH4-].[Na+]. The catalyst is CO. The product is [ClH:1].[CH2:8]([NH:5][CH2:4][C:3]([F:7])([F:6])[F:2])[CH3:9]. The yield is 0.750. (6) The reactants are [CH3:1][C@:2]12[C:10]([C:11]3([CH:14]=[CH:15][CH2:16][C:17]([OH:20])([CH3:19])[CH3:18])[CH2:13][CH2:12]3)=[CH:9][CH2:8][C@H:7]1[C@@H:6]([OH:21])[CH2:5][CH2:4][CH2:3]2.[Cr](O[Cr]([O-])(=O)=O)([O-])(=O)=O.[NH+]1C=CC=CC=1.[NH+]1C=CC=CC=1. The catalyst is ClCCl. The product is [CH3:1][C@:2]12[C:10]([C:11]3([CH:14]=[CH:15][CH2:16][C:17]([OH:20])([CH3:18])[CH3:19])[CH2:13][CH2:12]3)=[CH:9][CH2:8][C@H:7]1[C:6](=[O:21])[CH2:5][CH2:4][CH2:3]2. The yield is 0.980.